This data is from NCI-60 drug combinations with 297,098 pairs across 59 cell lines. The task is: Regression. Given two drug SMILES strings and cell line genomic features, predict the synergy score measuring deviation from expected non-interaction effect. (1) Drug 1: COC1=NC(=NC2=C1N=CN2C3C(C(C(O3)CO)O)O)N. Drug 2: C(CN)CNCCSP(=O)(O)O. Cell line: M14. Synergy scores: CSS=0.911, Synergy_ZIP=0.658, Synergy_Bliss=1.88, Synergy_Loewe=2.35, Synergy_HSA=1.15. (2) Drug 1: CC1=C(C=C(C=C1)NC2=NC=CC(=N2)N(C)C3=CC4=NN(C(=C4C=C3)C)C)S(=O)(=O)N.Cl. Drug 2: CCN(CC)CCNC(=O)C1=C(NC(=C1C)C=C2C3=C(C=CC(=C3)F)NC2=O)C. Cell line: SN12C. Synergy scores: CSS=7.73, Synergy_ZIP=-1.81, Synergy_Bliss=2.45, Synergy_Loewe=3.52, Synergy_HSA=3.67. (3) Cell line: HOP-92. Synergy scores: CSS=52.1, Synergy_ZIP=1.26, Synergy_Bliss=-0.0415, Synergy_Loewe=-55.5, Synergy_HSA=-2.24. Drug 2: CC=C1C(=O)NC(C(=O)OC2CC(=O)NC(C(=O)NC(CSSCCC=C2)C(=O)N1)C(C)C)C(C)C. Drug 1: C1CCN(CC1)CCOC2=CC=C(C=C2)C(=O)C3=C(SC4=C3C=CC(=C4)O)C5=CC=C(C=C5)O. (4) Drug 1: CN(CCCl)CCCl.Cl. Drug 2: CS(=O)(=O)OCCCCOS(=O)(=O)C. Cell line: U251. Synergy scores: CSS=28.2, Synergy_ZIP=15.8, Synergy_Bliss=25.6, Synergy_Loewe=-11.0, Synergy_HSA=5.95. (5) Drug 1: C(=O)(N)NO. Drug 2: C(CCl)NC(=O)N(CCCl)N=O. Cell line: HCC-2998. Synergy scores: CSS=30.3, Synergy_ZIP=-5.73, Synergy_Bliss=-5.61, Synergy_Loewe=-12.1, Synergy_HSA=-5.17. (6) Drug 1: C1CCN(CC1)CCOC2=CC=C(C=C2)C(=O)C3=C(SC4=C3C=CC(=C4)O)C5=CC=C(C=C5)O. Drug 2: CCC1=CC2CC(C3=C(CN(C2)C1)C4=CC=CC=C4N3)(C5=C(C=C6C(=C5)C78CCN9C7C(C=CC9)(C(C(C8N6C)(C(=O)OC)O)OC(=O)C)CC)OC)C(=O)OC.C(C(C(=O)O)O)(C(=O)O)O. Cell line: SK-OV-3. Synergy scores: CSS=35.6, Synergy_ZIP=1.03, Synergy_Bliss=0.739, Synergy_Loewe=-14.5, Synergy_HSA=0.783.